Task: Predict the reaction yield, written as a fraction of the theoretical maximum amount of product (1.0 means a 100% yield; for example, 0.34 means a 34% yield).. Dataset: Reaction yield outcomes from USPTO patents with 853,638 reactions (1) The reactants are CS([O:5][CH2:6][CH:7]1[CH2:12][CH2:11][N:10]([C:13]([O:15][C:16]([CH3:19])([CH3:18])[CH3:17])=[O:14])[CH2:9][CH2:8]1)(=O)=O.C([O-])([O-])=O.[K+].[K+].[F:26][C:27]1[CH:32]=[C:31]([Br:33])[CH:30]=[CH:29][C:28]=1O. The catalyst is CN(C=O)C. The product is [Br:33][C:31]1[CH:30]=[CH:29][C:28]([O:5][CH2:6][CH:7]2[CH2:12][CH2:11][N:10]([C:13]([O:15][C:16]([CH3:19])([CH3:18])[CH3:17])=[O:14])[CH2:9][CH2:8]2)=[C:27]([F:26])[CH:32]=1. The yield is 0.860. (2) The reactants are [Si]([C:8]1[O:9][C:10]2[CH:30]=[C:29]([O:31][CH3:32])[CH:28]=[CH:27][C:11]=2[C:12]=1[C:13](=[O:26])[C:14]1[CH:19]=[C:18]([O:20][CH3:21])[C:17]([O:22][CH3:23])=[C:16]([O:24][CH3:25])[CH:15]=1)(C(C)(C)C)(C)C.[Br:33]Br. The catalyst is ClCCCl. The product is [Br:33][C:8]1[O:9][C:10]2[CH:30]=[C:29]([O:31][CH3:32])[CH:28]=[CH:27][C:11]=2[C:12]=1[C:13](=[O:26])[C:14]1[CH:19]=[C:18]([O:20][CH3:21])[C:17]([O:22][CH3:23])=[C:16]([O:24][CH3:25])[CH:15]=1. The yield is 0.370.